This data is from Peptide-MHC class I binding affinity with 185,985 pairs from IEDB/IMGT. The task is: Regression. Given a peptide amino acid sequence and an MHC pseudo amino acid sequence, predict their binding affinity value. This is MHC class I binding data. (1) The peptide sequence is TEMGRLPTF. The MHC is HLA-B44:02 with pseudo-sequence HLA-B44:02. The binding affinity (normalized) is 0.787. (2) The peptide sequence is RSPSDYETL. The MHC is Mamu-A01 with pseudo-sequence Mamu-A01. The binding affinity (normalized) is 0.768. (3) The peptide sequence is EPIVGAETF. The MHC is Mamu-A2201 with pseudo-sequence Mamu-A2201. The binding affinity (normalized) is 0.379. (4) The peptide sequence is TINYTIFK. The MHC is HLA-A11:01 with pseudo-sequence HLA-A11:01. The binding affinity (normalized) is 0.908. (5) The peptide sequence is LQQHNIVHGK. The MHC is HLA-A33:01 with pseudo-sequence HLA-A33:01. The binding affinity (normalized) is 0. (6) The peptide sequence is YCNYTRFWY. The MHC is HLA-A23:01 with pseudo-sequence HLA-A23:01. The binding affinity (normalized) is 0.0599.